From a dataset of Retrosynthesis with 50K atom-mapped reactions and 10 reaction types from USPTO. Predict the reactants needed to synthesize the given product. (1) Given the product COc1cc(OCCO)c(F)c([C@@H](Nc2ccc(C(N)=NC(=O)OCC(C)(C)C)cc2)c2nc(OCOC(=O)C(C)(C)C(=O)OC(C)(C)C)n(-c3ncccn3)n2)c1, predict the reactants needed to synthesize it. The reactants are: CC(C)(C)OC(=O)C(C)(C)C(=O)O.COc1cc(OCCO)c(F)c(C(Nc2ccc(C(N)=NC(=O)OCC(C)(C)C)cc2)c2nc(OCCl)n(-c3ncccn3)n2)c1. (2) Given the product CN1CCCC1CCN(c1ccccc1)C1Cc2ccccc2C1, predict the reactants needed to synthesize it. The reactants are: CN1CCCC1CCCl.c1ccc(NC2Cc3ccccc3C2)cc1.